Predict the reaction yield, written as a fraction of the theoretical maximum amount of product (1.0 means a 100% yield; for example, 0.34 means a 34% yield). From a dataset of Reaction yield outcomes from USPTO patents with 853,638 reactions. (1) The reactants are C=O.N[C:4]1[CH:5]=[C:6]([CH:16]=[C:17]([O:19][CH3:20])[CH:18]=1)[CH2:7][NH:8][C:9](=[O:15])[O:10][C:11]([CH3:14])([CH3:13])[CH3:12].[BH3-][C:22]#[N:23].[Na+].[CH3:25]C(O)=O. The catalyst is CC#N.CCOCC.O. The product is [CH3:25][N:23]([CH3:22])[C:4]1[CH:5]=[C:6]([CH:16]=[C:17]([O:19][CH3:20])[CH:18]=1)[CH2:7][NH:8][C:9](=[O:15])[O:10][C:11]([CH3:14])([CH3:13])[CH3:12]. The yield is 0.580. (2) The reactants are [F:1][C:2]([F:12])([F:11])[C:3]1[CH:10]=[CH:9][C:6]([CH2:7][OH:8])=[CH:5][CH:4]=1.[H-].[Na+].[F:15][C:16]1[CH:23]=[CH:22][CH:21]=[C:20](F)[C:17]=1[C:18]#[N:19]. The catalyst is CN(C)C=O. The product is [F:15][C:16]1[CH:23]=[CH:22][CH:21]=[C:20]([O:8][CH2:7][C:6]2[CH:9]=[CH:10][C:3]([C:2]([F:11])([F:12])[F:1])=[CH:4][CH:5]=2)[C:17]=1[C:18]#[N:19]. The yield is 0.450. (3) The reactants are [N+](=[CH2:3])=[N-].[F:4][C:5]1[CH:10]=[CH:9][C:8]([C:11]2[O:12][CH:13]=[C:14]([CH:16]=[O:17])[N:15]=2)=[CH:7][CH:6]=1. The catalyst is C(OCC)C.C(Cl)(Cl)Cl. The product is [F:4][C:5]1[CH:6]=[CH:7][C:8]([C:11]2[O:12][CH:13]=[C:14]([C:16](=[O:17])[CH3:3])[N:15]=2)=[CH:9][CH:10]=1. The yield is 0.670. (4) The reactants are [F:1][CH2:2][CH2:3][CH2:4][O:5][C:6]1[CH:14]=[C:13]2[C:9]([CH2:10][C:11]3([CH2:20][CH2:19][CH:18]([OH:21])[CH2:17][CH2:16]3)[C:12]2=[O:15])=[CH:8][CH:7]=1.[CH3:22]C(C)([O-])C.[K+].CI.CCOC(C)=O. The catalyst is O1CCCC1.CCCCCCC. The product is [F:1][CH2:2][CH2:3][CH2:4][O:5][C:6]1[CH:14]=[C:13]2[C:9]([CH2:10][C:11]3([CH2:16][CH2:17][CH:18]([O:21][CH3:22])[CH2:19][CH2:20]3)[C:12]2=[O:15])=[CH:8][CH:7]=1. The yield is 0.300.